Dataset: Catalyst prediction with 721,799 reactions and 888 catalyst types from USPTO. Task: Predict which catalyst facilitates the given reaction. (1) Reactant: [Cl:1][C:2]1[CH:10]=[CH:9][CH:8]=[C:7]([F:11])[C:3]=1[CH2:4][Mg]Cl.[CH2:12]([N:19]1[CH2:24][CH2:23][O:22][CH:21]([C:25]([C:27]2[CH:32]=[CH:31][CH:30]=[CH:29][CH:28]=2)=[O:26])[CH2:20]1)[C:13]1[CH:18]=[CH:17][CH:16]=[CH:15][CH:14]=1. Product: [CH2:12]([N:19]1[CH2:24][CH2:23][O:22][CH:21]([C:25]([C:27]2[CH:32]=[CH:31][CH:30]=[CH:29][CH:28]=2)([OH:26])[CH2:4][C:3]2[C:7]([F:11])=[CH:8][CH:9]=[CH:10][C:2]=2[Cl:1])[CH2:20]1)[C:13]1[CH:14]=[CH:15][CH:16]=[CH:17][CH:18]=1. The catalyst class is: 7. (2) Reactant: [OH-].[Na+].C([O:5][C:6]([C:8]1[CH:9]=[N:10][N:11]([C:14]2[C:19]([Cl:20])=[CH:18][C:17]([CH2:21][CH3:22])=[CH:16][N:15]=2)[C:12]=1[CH3:13])=[O:7])C.Cl. Product: [Cl:20][C:19]1[C:14]([N:11]2[C:12]([CH3:13])=[C:8]([C:6]([OH:7])=[O:5])[CH:9]=[N:10]2)=[N:15][CH:16]=[C:17]([CH2:21][CH3:22])[CH:18]=1. The catalyst class is: 6. (3) Reactant: [CH2:1]([Li])CCC.CCCCCC.[CH3:12][N:13]([CH3:27])[C:14]1([C:21]2[CH:26]=[CH:25][CH:24]=[CH:23][CH:22]=2)[CH2:19][CH2:18][C:17](=[O:20])[CH2:16][CH2:15]1.Br[CH2:29][C:30]([O:32][CH3:33])=[O:31].[OH-].[Na+]. Product: [C:30]([O:32][CH2:33][CH:18]1[CH2:19][C:14]([N:13]([CH3:27])[CH3:12])([C:21]2[CH:22]=[CH:23][CH:24]=[CH:25][CH:26]=2)[CH2:15][CH2:16][C:17]1=[O:20])(=[O:31])[CH:29]=[CH2:1]. The catalyst class is: 1. (4) Reactant: C[Si]([N-][Si](C)(C)C)(C)C.[Na+].[C:11]1([C@@H:17]2[N:22]([C:23]([O:25][C:26]([CH3:29])([CH3:28])[CH3:27])=[O:24])[CH2:21][C:20](=[O:30])[O:19][C@@H:18]2[C:31]2[CH:36]=[CH:35][CH:34]=[CH:33][CH:32]=2)[CH:16]=[CH:15][CH:14]=[CH:13][CH:12]=1.[Cl:37][CH2:38][CH2:39][CH2:40][CH2:41][CH2:42]I.CN(P(N(C)C)(N(C)C)=O)C. Product: [C:26]([O:25][C:23]([N:22]1[C@@H:17]([C:11]2[CH:12]=[CH:13][CH:14]=[CH:15][CH:16]=2)[C@@H:18]([C:31]2[CH:32]=[CH:33][CH:34]=[CH:35][CH:36]=2)[O:19][C:20](=[O:30])[C@@H:21]1[CH2:42][CH2:41][CH2:40][CH2:39][CH2:38][Cl:37])=[O:24])([CH3:29])([CH3:27])[CH3:28]. The catalyst class is: 49. (5) Reactant: Br[C:2]1[N:10]=[CH:9][N:8]=[C:7]2[C:3]=1[N:4]=[CH:5][NH:6]2.[Cl:11][C:12]1[CH:21]=[C:20]([CH:22]([NH2:24])[CH3:23])[C:19]([N:25]2[CH2:29][CH2:28][CH2:27][C@@H:26]2[CH2:30][O:31][CH3:32])=[C:18]2[C:13]=1[CH:14]=[CH:15][CH:16]=[N:17]2.C(N(CC)C(C)C)(C)C.C(O)(C(F)(F)F)=O. Product: [Cl:11][C:12]1[CH:21]=[C:20]([CH:22]([NH:24][C:2]2[N:10]=[CH:9][N:8]=[C:7]3[C:3]=2[N:4]=[CH:5][NH:6]3)[CH3:23])[C:19]([N:25]2[CH2:29][CH2:28][CH2:27][C@@H:26]2[CH2:30][O:31][CH3:32])=[C:18]2[C:13]=1[CH:14]=[CH:15][CH:16]=[N:17]2. The catalyst class is: 8. (6) Reactant: C(OC([NH:11][C@H:12]([C:20]([OH:22])=O)[CH2:13][C:14]1[CH:19]=[CH:18][CH:17]=[CH:16][CH:15]=1)=O)C1C=CC=CC=1.[C:23](=[O:34])([O:29][C:30]([CH3:33])(C)C)OC(C)(C)C.C(=O)([O-])O.[NH4+:39].N1[CH:45]=[CH:44][CH:43]=[CH:42][CH:41]=1. Product: [CH2:30]([O:29][C:23]([NH:39][C:20](=[O:22])[C@H:12]([CH2:13][C:14]1[CH:15]=[CH:16][CH:17]=[CH:18][CH:19]=1)[NH2:11])=[O:34])[C:33]1[CH:45]=[CH:44][CH:43]=[CH:42][CH:41]=1. The catalyst class is: 127.